Dataset: Full USPTO retrosynthesis dataset with 1.9M reactions from patents (1976-2016). Task: Predict the reactants needed to synthesize the given product. (1) Given the product [C:15]([O:19][C:20]([N:22]1[CH2:27][CH2:26][CH:25]([N:13]2[C:7]3[C:6](=[CH:11][C:10]([Cl:12])=[CH:9][CH:8]=3)[CH2:5][C:4]2=[O:14])[CH2:24][CH2:23]1)=[O:21])([CH3:18])([CH3:16])[CH3:17], predict the reactants needed to synthesize it. The reactants are: C(O[C:4](=[O:14])[CH2:5][C:6]1[CH:11]=[C:10]([Cl:12])[CH:9]=[CH:8][C:7]=1[NH2:13])C.[C:15]([O:19][C:20]([N:22]1[CH2:27][CH2:26][C:25](=O)[CH2:24][CH2:23]1)=[O:21])([CH3:18])([CH3:17])[CH3:16].C(O[BH-](OC(=O)C)OC(=O)C)(=O)C.[Na+].C([O-])(O)=O.[Na+]. (2) The reactants are: [CH3:1][O:2][C:3]([CH3:8])([CH3:7])[CH2:4][CH2:5][OH:6].[N+:9]([C:12]1[CH:19]=[CH:18][CH:17]=[C:16]([N+]([O-])=O)[C:13]=1[C:14]#[N:15])([O-:11])=[O:10]. Given the product [CH3:1][O:2][C:3]([CH3:8])([CH3:7])[CH2:4][CH2:5][O:6][C:16]1[CH:17]=[CH:18][CH:19]=[C:12]([N+:9]([O-:11])=[O:10])[C:13]=1[C:14]#[N:15], predict the reactants needed to synthesize it. (3) Given the product [N+:15]([C:12]1[CH:13]=[CH:14][C:9]([N:4]([CH2:5][CH2:6][CH3:7])[CH2:1][CH2:2][CH3:3])=[N:10][CH:11]=1)([O-:17])=[O:16], predict the reactants needed to synthesize it. The reactants are: [CH2:1]([NH:4][CH2:5][CH2:6][CH3:7])[CH2:2][CH3:3].Cl[C:9]1[CH:14]=[CH:13][C:12]([N+:15]([O-:17])=[O:16])=[CH:11][N:10]=1. (4) Given the product [Cl:3][C:4]1[CH:35]=[CH:34][CH:33]=[CH:32][C:5]=1[CH2:6][O:7][C:8]1[CH:17]=[C:16]([C:18](=[O:30])[NH:19][C:20]2[S:21][C:22]([C:25]([OH:27])=[O:26])=[CH:23][N:24]=2)[C:15]2[C:10](=[CH:11][CH:12]=[C:13]([CH3:31])[CH:14]=2)[N:9]=1, predict the reactants needed to synthesize it. The reactants are: [OH-].[Na+].[Cl:3][C:4]1[CH:35]=[CH:34][CH:33]=[CH:32][C:5]=1[CH2:6][O:7][C:8]1[CH:17]=[C:16]([C:18](=[O:30])[NH:19][C:20]2[S:21][C:22]([C:25]([O:27]CC)=[O:26])=[CH:23][N:24]=2)[C:15]2[C:10](=[CH:11][CH:12]=[C:13]([CH3:31])[CH:14]=2)[N:9]=1.Cl. (5) Given the product [Cl:16][C:6]1[N:5]=[C:4]([N:17]2[CH:21]=[CH:20][CH:19]=[N:18]2)[C:3](=[O:22])[N:2]([N:1]=[C:25]([CH3:27])[CH3:24])[C:7]=1[C:8]1[C:9]([F:15])=[CH:10][CH:11]=[CH:12][C:13]=1[F:14], predict the reactants needed to synthesize it. The reactants are: [NH2:1][N:2]1[C:7]([C:8]2[C:13]([F:14])=[CH:12][CH:11]=[CH:10][C:9]=2[F:15])=[C:6]([Cl:16])[N:5]=[C:4]([N:17]2[CH:21]=[CH:20][CH:19]=[N:18]2)[C:3]1=[O:22].Cl.[CH3:24][C:25]([CH3:27])=O. (6) Given the product [C:16]([C:14]1[N:15]=[C:7]2[C:6]3[CH:30]=[C:2]([C:36]#[C:35][C:33]([OH:37])([CH3:34])[CH3:32])[C:3]([F:31])=[CH:4][C:5]=3[CH:11]3[CH2:12][CH:9]([CH2:10]3)[N:8]2[C:13]=1[CH:19]1[CH2:22][N:21]([C:23]([O:25][C:26]([CH3:27])([CH3:28])[CH3:29])=[O:24])[CH2:20]1)(=[O:18])[NH2:17], predict the reactants needed to synthesize it. The reactants are: Br[C:2]1[C:3]([F:31])=[CH:4][C:5]2[CH:11]3[CH2:12][CH:9]([CH2:10]3)[N:8]3[C:13]([CH:19]4[CH2:22][N:21]([C:23]([O:25][C:26]([CH3:29])([CH3:28])[CH3:27])=[O:24])[CH2:20]4)=[C:14]([C:16](=[O:18])[NH2:17])[N:15]=[C:7]3[C:6]=2[CH:30]=1.[CH3:32][C:33]([OH:37])([C:35]#[CH:36])[CH3:34].